This data is from Reaction yield outcomes from USPTO patents with 853,638 reactions. The task is: Predict the reaction yield, written as a fraction of the theoretical maximum amount of product (1.0 means a 100% yield; for example, 0.34 means a 34% yield). (1) The reactants are O=[C:2]1[C:10]2[C:5](=[CH:6][CH:7]=[C:8]([O:11][CH2:12][CH2:13][CH2:14][C:15]3[CH:20]=[CH:19][CH:18]=[CH:17][CH:16]=3)[CH:9]=2)[C:4]([C:21]2[CH:26]=[CH:25][CH:24]=[CH:23][CH:22]=2)=[C:3]1[C:27]#[N:28].[OH:29][NH2:30].Cl.N1C=CC=CC=1. The catalyst is C(O)C. The product is [OH:29][N:30]=[C:2]1[C:10]2[C:5](=[CH:6][CH:7]=[C:8]([O:11][CH2:12][CH2:13][CH2:14][C:15]3[CH:20]=[CH:19][CH:18]=[CH:17][CH:16]=3)[CH:9]=2)[C:4]([C:21]2[CH:26]=[CH:25][CH:24]=[CH:23][CH:22]=2)=[C:3]1[C:27]#[N:28]. The yield is 0.450. (2) The reactants are [F:1][C:2]([F:22])([F:21])[C:3]1[C:4]([N:9]2[CH2:15][CH2:14][C:13]3[C:16](O)=[N:17][CH:18]=[N:19][C:12]=3[CH2:11][CH2:10]2)=[N:5][CH:6]=[CH:7][CH:8]=1.O=P(Cl)(Cl)[Cl:25]. The catalyst is CC#N.CCOC(C)=O. The product is [Cl:25][C:16]1[C:13]2[CH2:14][CH2:15][N:9]([C:4]3[C:3]([C:2]([F:22])([F:21])[F:1])=[CH:8][CH:7]=[CH:6][N:5]=3)[CH2:10][CH2:11][C:12]=2[N:19]=[CH:18][N:17]=1. The yield is 0.330.